Dataset: Forward reaction prediction with 1.9M reactions from USPTO patents (1976-2016). Task: Predict the product of the given reaction. (1) Given the reactants [Cl:1][C:2]1[CH:10]=[C:9]2[C:5]([C:6]([C:15]([N:17]3[CH2:22][CH2:21][CH:20]([C:23]4[C:31]5[O:30][CH2:29][CH2:28][C:27]=5[CH:26]=[CH:25][CH:24]=4)[CH2:19][CH2:18]3)=[O:16])=[CH:7][N:8]2[CH2:11][C:12]([OH:14])=O)=[CH:4][CH:3]=1.C(OC(=O)[NH:38][CH2:39][CH2:40][NH2:41])(C)(C)C.Cl, predict the reaction product. The product is: [NH2:38][CH2:39][CH2:40][NH:41][C:12](=[O:14])[CH2:11][N:8]1[C:9]2[C:5](=[CH:4][CH:3]=[C:2]([Cl:1])[CH:10]=2)[C:6]([C:15]([N:17]2[CH2:18][CH2:19][CH:20]([C:23]3[C:31]4[O:30][CH2:29][CH2:28][C:27]=4[CH:26]=[CH:25][CH:24]=3)[CH2:21][CH2:22]2)=[O:16])=[CH:7]1. (2) The product is: [Cl:13][C:10]1[C:9]2[C:4](=[N:5][CH:6]=[CH:7][CH:8]=2)[N:3]=[C:2]([C:14]2[CH:19]=[CH:18][CH:17]=[CH:16][CH:15]=2)[C:11]=1[CH3:12]. Given the reactants Cl[C:2]1[C:11]([CH3:12])=[C:10]([Cl:13])[C:9]2[C:4](=[N:5][CH:6]=[CH:7][CH:8]=2)[N:3]=1.[C:14]1(B(O)O)[CH:19]=[CH:18][CH:17]=[CH:16][CH:15]=1.C(=O)([O-])[O-].[Na+].[Na+], predict the reaction product. (3) Given the reactants [CH2:1]([O:8][CH2:9][CH2:10][C@H:11]([NH:25][C:26]([O:28][C:29]([CH3:32])([CH3:31])[CH3:30])=[O:27])[C:12]([NH:14][N:15]1[CH:19]=[CH:18][C:17]([Br:20])=[C:16]1[C:21]([O:23]C)=O)=[O:13])[C:2]1[CH:7]=[CH:6][CH:5]=[CH:4][CH:3]=1.[F:33][C:34]1[CH:35]=[C:36]([CH:38]=[C:39]([F:41])[CH:40]=1)[NH2:37], predict the reaction product. The product is: [CH2:1]([O:8][CH2:9][CH2:10][C@H:11]([NH:25][C:26](=[O:27])[O:28][C:29]([CH3:30])([CH3:32])[CH3:31])[C:12]([NH:14][N:15]1[CH:19]=[CH:18][C:17]([Br:20])=[C:16]1[C:21](=[O:23])[NH:37][C:36]1[CH:35]=[C:34]([F:33])[CH:40]=[C:39]([F:41])[CH:38]=1)=[O:13])[C:2]1[CH:7]=[CH:6][CH:5]=[CH:4][CH:3]=1. (4) Given the reactants [C:1]([N:5]1[C:9](=[O:10])[C:8](Cl)=[C:7]([C:12]2[CH:17]=[CH:16][CH:15]=[CH:14][CH:13]=2)[S:6]1(=[O:19])=[O:18])([CH3:4])([CH3:3])[CH3:2].[NH2:20][C:21]1[CH:26]=[CH:25][C:24]([NH:27][C:28](=[O:34])[O:29][C:30]([CH3:33])([CH3:32])[CH3:31])=[CH:23][CH:22]=1.CCOC(C)=O, predict the reaction product. The product is: [C:1]([N:5]1[C:9](=[O:10])[C:8]([NH:20][C:21]2[CH:22]=[CH:23][C:24]([NH:27][C:28](=[O:34])[O:29][C:30]([CH3:32])([CH3:31])[CH3:33])=[CH:25][CH:26]=2)=[C:7]([C:12]2[CH:17]=[CH:16][CH:15]=[CH:14][CH:13]=2)[S:6]1(=[O:19])=[O:18])([CH3:4])([CH3:3])[CH3:2]. (5) The product is: [CH:50]([N:39]([CH:36]([CH3:38])[CH3:37])[CH2:40][CH2:41][NH:42][C:43]([NH:1][CH2:2][C:3]1[N:11]=[C:10]2[C:6]([N:7]=[CH:8][N:9]2[C@@H:12]2[O:16][C@H:15]([C:17]([NH:19][CH2:20][CH3:21])=[O:18])[C@@H:14]([OH:22])[C@H:13]2[OH:23])=[C:5]([NH:24][CH2:25][C:26]2[C:35]3[C:30](=[CH:31][CH:32]=[CH:33][CH:34]=3)[CH:29]=[CH:28][CH:27]=2)[N:4]=1)=[O:44])([CH3:52])[CH3:51]. Given the reactants [NH2:1][CH2:2][C:3]1[N:11]=[C:10]2[C:6]([N:7]=[CH:8][N:9]2[C@@H:12]2[O:16][C@H:15]([C:17]([NH:19][CH2:20][CH3:21])=[O:18])[C@@H:14]([OH:22])[C@H:13]2[OH:23])=[C:5]([NH:24][CH2:25][C:26]2[C:35]3[C:30](=[CH:31][CH:32]=[CH:33][CH:34]=3)[CH:29]=[CH:28][CH:27]=2)[N:4]=1.[CH:36]([N:39]([CH:50]([CH3:52])[CH3:51])[CH2:40][CH2:41][NH:42][C:43](N1C=CN=C1)=[O:44])([CH3:38])[CH3:37], predict the reaction product. (6) Given the reactants [Cl:1][C:2]1[C:7]([N+:8]([O-:10])=[O:9])=[C:6](Cl)[C:5]([CH3:12])=[C:4]([CH3:13])[N:3]=1.C(N(CC)CC)C.[CH3:21][N:22]([CH3:24])[NH2:23].CN(C)C=O, predict the reaction product. The product is: [Cl:1][C:2]1[C:7]([N+:8]([O-:10])=[O:9])=[C:6]([NH:23][N:22]([CH3:24])[CH3:21])[C:5]([CH3:12])=[C:4]([CH3:13])[N:3]=1. (7) Given the reactants CCN(C(C)C)C(C)C.[CH3:10][O:11][C:12]1[CH:20]=[CH:19][CH:18]=[CH:17][C:13]=1[C:14]([OH:16])=O.C1C=CC2N(O)N=NC=2C=1.CCN=C=NCCCN(C)C.Cl.[O:43]=[C:44]([N:61]1[CH2:66][CH2:65][NH:64][CH2:63][CH2:62]1)[CH2:45][NH:46][C:47]([C:49]1[CH:54]=[CH:53][C:52]([C:55]2[CH:60]=[CH:59][CH:58]=[CH:57][CH:56]=2)=[CH:51][CH:50]=1)=[O:48], predict the reaction product. The product is: [CH3:10][O:11][C:12]1[CH:20]=[CH:19][CH:18]=[CH:17][C:13]=1[C:14]([N:64]1[CH2:63][CH2:62][N:61]([C:44](=[O:43])[CH2:45][NH:46][C:47]([C:49]2[CH:54]=[CH:53][C:52]([C:55]3[CH:60]=[CH:59][CH:58]=[CH:57][CH:56]=3)=[CH:51][CH:50]=2)=[O:48])[CH2:66][CH2:65]1)=[O:16]. (8) Given the reactants [CH2:1]([O:3][C:4]([C:6]1[C:10]([CH3:11])=[C:9]([C:12]2[S:13][CH:14]=[CH:15][CH:16]=2)[N:8]([C:17]2[CH:22]=[CH:21][C:20]([Cl:23])=[CH:19][C:18]=2[Cl:24])[N:7]=1)=[O:5])[CH3:2].C1C(=O)N([Br:32])C(=O)C1, predict the reaction product. The product is: [CH2:1]([O:3][C:4]([C:6]1[C:10]([CH3:11])=[C:9]([C:12]2[S:13][C:14]([Br:32])=[CH:15][CH:16]=2)[N:8]([C:17]2[CH:22]=[CH:21][C:20]([Cl:23])=[CH:19][C:18]=2[Cl:24])[N:7]=1)=[O:5])[CH3:2]. (9) Given the reactants C([O:3][C:4]([C:6]1[N:7]=[N:8][N:9]([C:14]2[CH:15]=[C:16]([C:24]3[CH:29]=[CH:28][C:27]([CH3:30])=[CH:26][CH:25]=3)[CH:17]=[C:18]([C:20]([O:22]C)=[O:21])[CH:19]=2)[C:10]=1[CH:11]([CH3:13])[CH3:12])=[O:5])C.O.O[Li].O, predict the reaction product. The product is: [C:20]([C:18]1[CH:19]=[C:14]([N:9]2[C:10]([CH:11]([CH3:13])[CH3:12])=[C:6]([C:4]([OH:5])=[O:3])[N:7]=[N:8]2)[CH:15]=[C:16]([C:24]2[CH:25]=[CH:26][C:27]([CH3:30])=[CH:28][CH:29]=2)[CH:17]=1)([OH:22])=[O:21]. (10) Given the reactants [C:1]([O:5][C:6]([N:8]1[CH2:13][CH2:12][CH:11]([C:14]([OH:16])=O)[CH2:10][CH2:9]1)=[O:7])([CH3:4])([CH3:3])[CH3:2].N1C=CC=CC=1.O=S(Cl)Cl.[Br:27][C:28]1[CH:34]=[CH:33][CH:32]=[CH:31][C:29]=1[NH2:30], predict the reaction product. The product is: [Br:27][C:28]1[CH:34]=[CH:33][CH:32]=[CH:31][C:29]=1[NH:30][C:14]([CH:11]1[CH2:10][CH2:9][N:8]([C:6]([O:5][C:1]([CH3:2])([CH3:3])[CH3:4])=[O:7])[CH2:13][CH2:12]1)=[O:16].